From a dataset of Catalyst prediction with 721,799 reactions and 888 catalyst types from USPTO. Predict which catalyst facilitates the given reaction. (1) Reactant: [C:1]([C:3]1[CH:8]=[CH:7][CH:6]=[CH:5][C:4]=1[C:9]1[CH:10]=[CH:11][C:12](/[CH:15]=[CH:16]/[C@@H:17]2[C@H:25]3[C@:21]([CH:28]([O:33][CH3:34])[C:29]([O:31]C)=[O:30])([C:22](=[O:27])[O:23][C@@H:24]3[CH3:26])[CH2:20][C:19]([F:36])([F:35])[C@H:18]2[CH3:37])=[N:13][CH:14]=1)#[N:2].[OH-:38].[Li+]. Product: [C:1]([C:3]1[CH:8]=[CH:7][CH:6]=[CH:5][C:4]=1[C:9]1[CH:10]=[CH:11][C:12](/[CH:15]=[CH:16]/[C@@H:17]2[C@H:25]3[C@:21]([CH:28]([O:33][CH3:34])[C:29]([OH:31])=[O:30])([C:22](=[O:27])[O:23][C@@H:24]3[CH3:26])[CH2:20][C:19]([F:35])([F:36])[C@H:18]2[CH3:37])=[N:13][CH:14]=1)(=[O:38])[NH2:2]. The catalyst class is: 38. (2) Reactant: [OH-].[Na+:2].[C:3]1([C:9]2[CH:10]=[C:11]([C:15]([NH:17][C:18]3[CH:26]=[C:25]([C:27]4[CH:31]=[CH:30][S:29][CH:28]=4)[CH:24]=[CH:23][C:19]=3[C:20]([OH:22])=[O:21])=[O:16])[CH:12]=[N:13][CH:14]=2)[CH:8]=[CH:7][CH:6]=[CH:5][CH:4]=1. Product: [C:3]1([C:9]2[CH:10]=[C:11]([C:15]([NH:17][C:18]3[CH:26]=[C:25]([C:27]4[CH:31]=[CH:30][S:29][CH:28]=4)[CH:24]=[CH:23][C:19]=3[C:20]([O-:22])=[O:21])=[O:16])[CH:12]=[N:13][CH:14]=2)[CH:4]=[CH:5][CH:6]=[CH:7][CH:8]=1.[Na+:2]. The catalyst class is: 8. (3) Reactant: [Cl:1][C:2]1[C:7]([CH3:8])=[C:6]([CH2:9][O:10]C)[N:5]=[CH:4][N:3]=1.B(Br)(Br)Br. Product: [Cl:1][C:2]1[N:3]=[CH:4][N:5]=[C:6]([CH2:9][OH:10])[C:7]=1[CH3:8]. The catalyst class is: 2. (4) Reactant: C([O-])([O-])=O.[Cs+].[Cs+].[OH:7][C:8]1[C:13]2[S:14][CH:15]=[CH:16][C:12]=2[CH:11]=[C:10]([C:17]([O:19]CC)=O)[CH:9]=1.F[C:23]1[CH:28]=[CH:27][C:26]([S:29]([CH3:32])(=[O:31])=[O:30])=[CH:25][CH:24]=1.[CH3:33][N:34]1[CH:38]=[CH:37][C:36]([NH2:39])=[N:35]1.CN(C(ON1N=NC2C=CC=NC1=2)=[N+](C)C)C.F[P-](F)(F)(F)(F)F. Product: [CH3:32][S:29]([C:26]1[CH:27]=[CH:28][C:23]([O:7][C:8]2[C:13]3[S:14][CH:15]=[CH:16][C:12]=3[CH:11]=[C:10]([C:17]([NH:39][C:36]3[CH:37]=[CH:38][N:34]([CH3:33])[N:35]=3)=[O:19])[CH:9]=2)=[CH:24][CH:25]=1)(=[O:31])=[O:30]. The catalyst class is: 3. (5) Reactant: CCCC[N+](CCCC)(CCCC)CCCC.[F-].[Si]([O:36][CH2:37][CH2:38][CH:39]([CH3:59])[CH:40]([C:52]1[CH:57]=[CH:56][C:55]([F:58])=[CH:54][CH:53]=1)[C:41]([NH:43][NH:44][C:45]([O:47][C:48]([CH3:51])([CH3:50])[CH3:49])=[O:46])=[O:42])(C(C)(C)C)(C1C=CC=CC=1)C1C=CC=CC=1.C(OCC)(=O)C.[Cl-].[NH4+]. Product: [F:58][C:55]1[CH:54]=[CH:53][C:52]([CH:40]([CH:39]([CH3:59])[CH2:38][CH2:37][OH:36])[C:41]([NH:43][NH:44][C:45]([O:47][C:48]([CH3:49])([CH3:51])[CH3:50])=[O:46])=[O:42])=[CH:57][CH:56]=1. The catalyst class is: 1. (6) Reactant: [C:1]([O:5][C:6]([NH:8][C@@H:9]([CH2:28][C:29]1[CH:34]=[CH:33][CH:32]=[CH:31][CH:30]=1)[C@@H:10]([OH:27])[C@@H:11]([NH:15][CH2:16][C:17]1[C:26]2[C:21](=[CH:22][CH:23]=[CH:24][CH:25]=2)[CH:20]=[CH:19][CH:18]=1)[C:12]([OH:14])=O)=[O:7])([CH3:4])([CH3:3])[CH3:2].[B-](F)(F)(F)F.CN(C(ON1C(=O)C=CC=C1)=[N+](C)C)C.CCN(C(C)C)C(C)C.[NH2:64][C@@H:65]([CH:79]([CH3:81])[CH3:80])[C:66]([NH:68][CH2:69][C:70]1[CH:75]=[CH:74][C:73]([O:76][CH3:77])=[CH:72][C:71]=1[OH:78])=[O:67]. Product: [C:1]([O:5][C:6](=[O:7])[NH:8][C@@H:9]([CH2:28][C:29]1[CH:34]=[CH:33][CH:32]=[CH:31][CH:30]=1)[C@@H:10]([OH:27])[C@H:11]([C:12](=[O:14])[NH:64][C@H:65]([C:66](=[O:67])[NH:68][CH2:69][C:70]1[CH:75]=[CH:74][C:73]([O:76][CH3:77])=[CH:72][C:71]=1[OH:78])[CH:79]([CH3:81])[CH3:80])[NH:15][CH2:16][C:17]1[C:26]2[C:21](=[CH:22][CH:23]=[CH:24][CH:25]=2)[CH:20]=[CH:19][CH:18]=1)([CH3:4])([CH3:3])[CH3:2]. The catalyst class is: 3. (7) The catalyst class is: 8. Reactant: C([O:3][C:4]([C:6]1[CH:10]=[C:9]([CH3:11])[N:8]([C:12]2[CH:17]=[CH:16][CH:15]=[C:14]([Br:18])[CH:13]=2)[C:7]=1[C:19]1[CH:24]=[CH:23][CH:22]=[CH:21][CH:20]=1)=[O:5])C.[OH-].[Li+]. Product: [Br:18][C:14]1[CH:13]=[C:12]([N:8]2[C:9]([CH3:11])=[CH:10][C:6]([C:4]([OH:5])=[O:3])=[C:7]2[C:19]2[CH:20]=[CH:21][CH:22]=[CH:23][CH:24]=2)[CH:17]=[CH:16][CH:15]=1.